This data is from Peptide-MHC class II binding affinity with 134,281 pairs from IEDB. The task is: Regression. Given a peptide amino acid sequence and an MHC pseudo amino acid sequence, predict their binding affinity value. This is MHC class II binding data. (1) The peptide sequence is EKKYMAATQFEPLAA. The MHC is HLA-DPA10301-DPB10402 with pseudo-sequence HLA-DPA10301-DPB10402. The binding affinity (normalized) is 0.819. (2) The peptide sequence is LNKMRAVWVDGKART. The MHC is HLA-DQA10104-DQB10503 with pseudo-sequence HLA-DQA10104-DQB10503. The binding affinity (normalized) is 0.658. (3) The peptide sequence is QVAFSYFPPPAAKED. The MHC is HLA-DQA10501-DQB10201 with pseudo-sequence HLA-DQA10501-DQB10201. The binding affinity (normalized) is 0.166. (4) The peptide sequence is PNWVKNCSKILERSH. The MHC is DRB1_0101 with pseudo-sequence DRB1_0101. The binding affinity (normalized) is 0.641. (5) The peptide sequence is QVPLVQQQQYLGQQQP. The MHC is HLA-DQA10501-DQB10301 with pseudo-sequence HLA-DQA10501-DQB10301. The binding affinity (normalized) is 0.